From a dataset of Peptide-MHC class I binding affinity with 185,985 pairs from IEDB/IMGT. Regression. Given a peptide amino acid sequence and an MHC pseudo amino acid sequence, predict their binding affinity value. This is MHC class I binding data. (1) The peptide sequence is FVNYNFTLV. The MHC is HLA-B15:03 with pseudo-sequence HLA-B15:03. The binding affinity (normalized) is 0.203. (2) The peptide sequence is FMSRKLHRY. The MHC is HLA-B27:03 with pseudo-sequence HLA-B27:03. The binding affinity (normalized) is 0.0847. (3) The peptide sequence is NQRETTVVW. The MHC is HLA-B58:01 with pseudo-sequence HLA-B58:01. The binding affinity (normalized) is 0.0847. (4) The peptide sequence is RVHGATVFK. The MHC is HLA-B40:01 with pseudo-sequence HLA-B40:01. The binding affinity (normalized) is 0.0847. (5) The peptide sequence is KAMRPWQSF. The MHC is HLA-C04:01 with pseudo-sequence HLA-C04:01. The binding affinity (normalized) is 0.213. (6) The peptide sequence is RFKTKGRYNL. The MHC is HLA-A29:02 with pseudo-sequence HLA-A29:02. The binding affinity (normalized) is 0.570.